Dataset: Full USPTO retrosynthesis dataset with 1.9M reactions from patents (1976-2016). Task: Predict the reactants needed to synthesize the given product. (1) Given the product [C:32]1([P:38](=[O:39])([C:42]2[CH:47]=[CH:46][CH:45]=[CH:44][CH:43]=2)[CH2:2][C:3]2[C:4]([C:18]3[CH:23]=[CH:22][C:21]([F:24])=[CH:20][CH:19]=3)=[N:5][C:6]([N:12]([CH3:17])[S:13]([CH3:16])(=[O:15])=[O:14])=[N:7][C:8]=2[CH:9]([CH3:11])[CH3:10])[CH:33]=[CH:34][CH:35]=[CH:36][CH:37]=1, predict the reactants needed to synthesize it. The reactants are: Br[CH2:2][C:3]1[C:4]([C:18]2[CH:23]=[CH:22][C:21]([F:24])=[CH:20][CH:19]=2)=[N:5][C:6]([N:12]([CH3:17])[S:13]([CH3:16])(=[O:15])=[O:14])=[N:7][C:8]=1[CH:9]([CH3:11])[CH3:10].C1(C)C=CC=CC=1.[C:32]1([PH2:38]([C:42]2[CH:47]=[CH:46][CH:45]=[CH:44][CH:43]=2)[O:39]CC)[CH:37]=[CH:36][CH:35]=[CH:34][CH:33]=1. (2) Given the product [CH3:1][O:2][C:3]([C@H:5]1[N:6]2[C:13](=[O:26])[C@@H:14]([NH:18][C:19]([O:21][C:22]([CH3:25])([CH3:23])[CH3:24])=[O:20])[CH2:15][CH:16]=[CH:17][CH2:10][C@@H:7]2[CH2:8][CH2:9]1)=[O:4], predict the reactants needed to synthesize it. The reactants are: [CH3:1][O:2][C:3]([CH:5]1[CH2:9][CH2:8][CH:7]([CH2:10]C=C)[N:6]1[C:13](=[O:26])[CH:14]([NH:18][C:19]([O:21][C:22]([CH3:25])([CH3:24])[CH3:23])=[O:20])[CH2:15][CH:16]=[CH2:17])=[O:4].CS(C)=O. (3) Given the product [C:1]([O:5][C:6]([N:8]1[C:13]2[CH:14]=[C:15]([Cl:21])[C:16]([N:18]([CH3:19])[CH3:20])=[CH:17][C:12]=2[O:11][CH:10]([C:22]([N:36]2[CH2:35][CH2:34][C:33]([C:39]#[N:40])([CH2:32][C:29]3[CH:30]=[N:31][C:26]([F:25])=[CH:27][CH:28]=3)[CH2:38][CH2:37]2)=[O:24])[CH2:9]1)=[O:7])([CH3:3])([CH3:2])[CH3:4], predict the reactants needed to synthesize it. The reactants are: [C:1]([O:5][C:6]([N:8]1[C:13]2[CH:14]=[C:15]([Cl:21])[C:16]([N:18]([CH3:20])[CH3:19])=[CH:17][C:12]=2[O:11][CH:10]([C:22]([OH:24])=O)[CH2:9]1)=[O:7])([CH3:4])([CH3:3])[CH3:2].[F:25][C:26]1[N:31]=[CH:30][C:29]([CH2:32][C:33]2([C:39]#[N:40])[CH2:38][CH2:37][NH:36][CH2:35][CH2:34]2)=[CH:28][CH:27]=1.CCN=C=NCCCN(C)C.C1C=CC2N(O)N=NC=2C=1.CCN(C(C)C)C(C)C.